This data is from Forward reaction prediction with 1.9M reactions from USPTO patents (1976-2016). The task is: Predict the product of the given reaction. (1) Given the reactants [CH2:1]([C:8]1[CH:20]=[CH:19][C:11]([O:12][CH2:13][C@@H:14]2[CH2:18][CH2:17][CH2:16][NH:15]2)=[CH:10][CH:9]=1)[C:2]1[CH:7]=[CH:6][CH:5]=[CH:4][CH:3]=1.CN(C=O)C.Br[CH2:27][CH2:28][C:29]([O:31][CH3:32])=[O:30].C(=O)([O-])[O-].[K+].[K+], predict the reaction product. The product is: [CH3:32][O:31][C:29](=[O:30])[CH2:28][CH2:27][N:15]1[CH2:16][CH2:17][CH2:18][C@H:14]1[CH2:13][O:12][C:11]1[CH:19]=[CH:20][C:8]([CH2:1][C:2]2[CH:3]=[CH:4][CH:5]=[CH:6][CH:7]=2)=[CH:9][CH:10]=1. (2) Given the reactants [F:1][C:2]1([F:52])[CH2:7][CH2:6][CH:5]([C:8]2[C:17]3[C@@H:16]([OH:18])[CH2:15][C:14]([CH3:20])([CH3:19])[CH2:13][C:12]=3[N:11]=[C:10]([CH:21]3[CH2:26][CH2:25][N:24]([C:27]4[N:32]=[CH:31][C:30]([O:33][CH2:34][CH2:35][C:36]([OH:39])([CH3:38])[CH3:37])=[CH:29][N:28]=4)[CH2:23][CH2:22]3)[C:9]=2[C@@H:40]([F:51])[C:41]2[CH:46]=[CH:45][C:44]([C:47]([F:50])([F:49])[F:48])=[CH:43][CH:42]=2)[CH2:4][CH2:3]1.[BrH:53], predict the reaction product. The product is: [BrH:53].[F:52][C:2]1([F:1])[CH2:3][CH2:4][CH:5]([C:8]2[C:17]3[C@@H:16]([OH:18])[CH2:15][C:14]([CH3:19])([CH3:20])[CH2:13][C:12]=3[N:11]=[C:10]([CH:21]3[CH2:22][CH2:23][N:24]([C:27]4[N:32]=[CH:31][C:30]([O:33][CH2:34][CH2:35][C:36]([OH:39])([CH3:37])[CH3:38])=[CH:29][N:28]=4)[CH2:25][CH2:26]3)[C:9]=2[C@@H:40]([F:51])[C:41]2[CH:46]=[CH:45][C:44]([C:47]([F:48])([F:50])[F:49])=[CH:43][CH:42]=2)[CH2:6][CH2:7]1. (3) Given the reactants [C:1]12([C:11]3[CH:16]=[C:15]([Br:17])[C:14]([O:18][CH3:19])=[CH:13][C:12]=3[OH:20])[CH2:10][CH:5]3[CH2:6][CH:7]([CH2:9][CH:3]([CH2:4]3)[CH2:2]1)[CH2:8]2.[CH2:21](Br)[C:22]1[CH:27]=[CH:26][CH:25]=[CH:24][CH:23]=1.C([O-])([O-])=O.[K+].[K+], predict the reaction product. The product is: [C:1]12([C:11]3[C:12]([O:20][CH2:21][C:22]4[CH:27]=[CH:26][CH:25]=[CH:24][CH:23]=4)=[CH:13][C:14]([O:18][CH3:19])=[C:15]([Br:17])[CH:16]=3)[CH2:2][CH:3]3[CH2:9][CH:7]([CH2:6][CH:5]([CH2:4]3)[CH2:10]1)[CH2:8]2. (4) Given the reactants [OH-].[Na+].C[O:4][C:5]([C:7]1[N:8]=[CH:9][C:10]([O:13][C:14]2[CH:31]=[CH:30][C:17]3[CH2:18][CH2:19][N:20]([C:23]([O:25][C:26]([CH3:29])([CH3:28])[CH3:27])=[O:24])[CH2:21][CH2:22][C:16]=3[CH:15]=2)=[N:11][CH:12]=1)=[O:6].Cl.O, predict the reaction product. The product is: [CH3:29][C:26]([O:25][C:23]([N:20]1[CH2:19][CH2:18][C:17]2[CH:30]=[CH:31][C:14]([O:13][C:10]3[N:11]=[CH:12][C:7]([C:5]([OH:6])=[O:4])=[N:8][CH:9]=3)=[CH:15][C:16]=2[CH2:22][CH2:21]1)=[O:24])([CH3:27])[CH3:28]. (5) Given the reactants [F:1][C:2]1[CH:3]=[C:4]([C@@H:9]2[CH2:13][N:12]([CH2:14][CH2:15][O:16][CH3:17])[CH2:11][C@H:10]2[NH:18][C:19]([NH:21][C:22]2[N:26]([C:27]3[CH:32]=[CH:31][CH:30]=[CH:29][CH:28]=3)[N:25]=[C:24]([C:33]3[CH:34]=[N:35][NH:36][CH:37]=3)[C:23]=2[CH3:38])=[O:20])[CH:5]=[CH:6][C:7]=1[F:8].C([O-])([O-])=O.[K+].[K+].O([CH2:53][C:54]([F:57])([F:56])[F:55])S(C(F)(F)F)(=O)=O, predict the reaction product. The product is: [F:1][C:2]1[CH:3]=[C:4]([C@@H:9]2[CH2:13][N:12]([CH2:14][CH2:15][O:16][CH3:17])[CH2:11][C@H:10]2[NH:18][C:19]([NH:21][C:22]2[N:26]([C:27]3[CH:32]=[CH:31][CH:30]=[CH:29][CH:28]=3)[N:25]=[C:24]([C:33]3[CH:34]=[N:35][N:36]([CH2:53][C:54]([F:57])([F:56])[F:55])[CH:37]=3)[C:23]=2[CH3:38])=[O:20])[CH:5]=[CH:6][C:7]=1[F:8]. (6) The product is: [CH2:28]([O:27][C:6]1[C:5]2[C:10](=[CH:11][CH:12]=[C:3]([C:2]3[N:1]=[C:34]([CH3:35])[O:33][N:32]=3)[CH:4]=2)[C:9](=[O:13])[N:8]([CH2:14][CH:15]([CH3:16])[CH3:17])[C:7]=1[CH2:18][NH:19][C:20](=[O:26])[O:21][C:22]([CH3:23])([CH3:24])[CH3:25])[CH2:29][CH2:30][CH3:31]. Given the reactants [NH2:1][C:2](=[N:32][OH:33])[C:3]1[CH:4]=[C:5]2[C:10](=[CH:11][CH:12]=1)[C:9](=[O:13])[N:8]([CH2:14][CH:15]([CH3:17])[CH3:16])[C:7]([CH2:18][NH:19][C:20](=[O:26])[O:21][C:22]([CH3:25])([CH3:24])[CH3:23])=[C:6]2[O:27][CH2:28][CH2:29][CH2:30][CH3:31].[C:34](OC(=O)C)(=O)[CH3:35].C(O)(=O)C.O, predict the reaction product. (7) Given the reactants C([Li])CCC.Br[C:7]1[CH:12]=[C:11]([F:13])[C:10]([Br:14])=[CH:9][C:8]=1[F:15].[C:16](=[O:18])=[O:17].Cl, predict the reaction product. The product is: [Br:14][C:10]1[C:11]([F:13])=[CH:12][C:7]([C:16]([OH:18])=[O:17])=[C:8]([F:15])[CH:9]=1.